Dataset: Reaction yield outcomes from USPTO patents with 853,638 reactions. Task: Predict the reaction yield, written as a fraction of the theoretical maximum amount of product (1.0 means a 100% yield; for example, 0.34 means a 34% yield). (1) The reactants are [Cl:1][C:2]1[C:10]([C:11]([C:14]#[N:15])([CH3:13])[CH3:12])=[CH:9][CH:8]=[CH:7][C:3]=1[C:4]([OH:6])=O.C(Cl)(=O)C(Cl)=O.CN(C)C=O.[NH2:27][C:28]1[CH:29]=[C:30]([CH:49]=[CH:50][C:51]=1[F:52])[O:31][C:32]1[CH:46]=[CH:45][C:35]2[N:36]=[C:37]([NH:39][C:40]([CH:42]3[CH2:44][CH2:43]3)=[O:41])[S:38][C:34]=2[C:33]=1[C:47]#[N:48]. The catalyst is O1CCCC1.C(OCC)(=O)C. The product is [Cl:1][C:2]1[C:10]([C:11]([C:14]#[N:15])([CH3:13])[CH3:12])=[CH:9][CH:8]=[CH:7][C:3]=1[C:4]([NH:27][C:28]1[CH:29]=[C:30]([O:31][C:32]2[CH:46]=[CH:45][C:35]3[N:36]=[C:37]([NH:39][C:40]([CH:42]4[CH2:44][CH2:43]4)=[O:41])[S:38][C:34]=3[C:33]=2[C:47]#[N:48])[CH:49]=[CH:50][C:51]=1[F:52])=[O:6]. The yield is 0.500. (2) The reactants are [F:1][C:2]1[C:14]([NH:15][CH2:16][C:17]2[CH:22]=[C:21]([C:23]3[CH:28]=[CH:27][CH:26]=[C:25]([F:29])[CH:24]=3)[CH:20]=[C:19]([CH3:30])[C:18]=2[F:31])=[C:13]([F:32])[CH:12]=[CH:11][C:3]=1[O:4][CH2:5][C:6]([O:8]CC)=[O:7].[OH-].[Na+]. The catalyst is C1COCC1. The product is [F:1][C:2]1[C:14]([NH:15][CH2:16][C:17]2[CH:22]=[C:21]([C:23]3[CH:28]=[CH:27][CH:26]=[C:25]([F:29])[CH:24]=3)[CH:20]=[C:19]([CH3:30])[C:18]=2[F:31])=[C:13]([F:32])[CH:12]=[CH:11][C:3]=1[O:4][CH2:5][C:6]([OH:8])=[O:7]. The yield is 0.850. (3) The reactants are C(O[C:6](=O)[N:7]([C:9]1[S:10][C:11]([C:14]([NH:16][C@@H:17]2[CH:22]3[CH2:23][CH2:24][N:19]([CH2:20][CH2:21]3)[CH2:18]2)=[O:15])=[CH:12][N:13]=1)C)(C)(C)C.[ClH:26].O1CCOCC1. The catalyst is CO. The product is [ClH:26].[N:19]12[CH2:20][CH2:21][CH:22]([CH2:23][CH2:24]1)[C@@H:17]([NH:16][C:14]([C:11]1[S:10][C:9]([NH:7][CH3:6])=[N:13][CH:12]=1)=[O:15])[CH2:18]2. The yield is 0.630.